Dataset: Full USPTO retrosynthesis dataset with 1.9M reactions from patents (1976-2016). Task: Predict the reactants needed to synthesize the given product. (1) The reactants are: [I:1][C:2]1[C:10]2[CH:9]=[C:8]([C:11]3[CH:16]=[CH:15][CH:14]=[CH:13][CH:12]=3)[N:7]=[N:6][C:5]=2[NH:4][CH:3]=1.[C:17]1([S:23](Cl)(=[O:25])=[O:24])[CH:22]=[CH:21][CH:20]=[CH:19][CH:18]=1. Given the product [I:1][C:2]1[C:10]2[CH:9]=[C:8]([C:11]3[CH:16]=[CH:15][CH:14]=[CH:13][CH:12]=3)[N:7]=[N:6][C:5]=2[N:4]([S:23]([C:17]2[CH:22]=[CH:21][CH:20]=[CH:19][CH:18]=2)(=[O:25])=[O:24])[CH:3]=1, predict the reactants needed to synthesize it. (2) Given the product [CH3:2][O:3]/[CH:4]=[CH:33]/[C:32]1[CH:35]=[CH:36][CH:37]=[C:30]([Br:29])[C:31]=1[CH3:38], predict the reactants needed to synthesize it. The reactants are: [Cl-].[CH3:2][O:3][CH2:4][P+](C1C=CC=CC=1)(C1C=CC=CC=1)C1C=CC=CC=1.[Li]CCCC.[Br:29][C:30]1[C:31]([CH3:38])=[C:32]([CH:35]=[CH:36][CH:37]=1)[CH:33]=O. (3) Given the product [F:29][C:4]1[CH:3]=[C:2]([CH:28]=[CH:27][C:5]=1[O:6][CH:7]1[CH2:11][CH2:10][N:9]([CH:12]2[CH2:17][CH2:16][N:15]([C:18]3[S:22][N:21]=[C:20]([CH:23]([CH3:25])[CH3:24])[N:19]=3)[CH2:14][CH2:13]2)[C:8]1=[O:26])[C:30]#[N:31], predict the reactants needed to synthesize it. The reactants are: Br[C:2]1[CH:28]=[CH:27][C:5]([O:6][CH:7]2[CH2:11][CH2:10][N:9]([CH:12]3[CH2:17][CH2:16][N:15]([C:18]4[S:22][N:21]=[C:20]([CH:23]([CH3:25])[CH3:24])[N:19]=4)[CH2:14][CH2:13]3)[C:8]2=[O:26])=[C:4]([F:29])[CH:3]=1.[CH3:30][N:31]1C(=O)CCC1. (4) Given the product [CH2:1]([O:8][C:9]1[CH:14]=[CH:13][C:12]([C:15](=[CH2:16])[CH:18]=[CH2:19])=[CH:11][CH:10]=1)[C:2]1[CH:7]=[CH:6][CH:5]=[CH:4][CH:3]=1, predict the reactants needed to synthesize it. The reactants are: [CH2:1]([O:8][C:9]1[CH:14]=[CH:13][C:12]([C:15](I)=[CH2:16])=[CH:11][CH:10]=1)[C:2]1[CH:7]=[CH:6][CH:5]=[CH:4][CH:3]=1.[CH:18]([Sn](CCCC)(CCCC)CCCC)=[CH2:19].